This data is from Reaction yield outcomes from USPTO patents with 853,638 reactions. The task is: Predict the reaction yield, written as a fraction of the theoretical maximum amount of product (1.0 means a 100% yield; for example, 0.34 means a 34% yield). (1) The reactants are [CH:1]([C:3]1[C:11]2[S:10][CH2:9][CH:8]([C:12]3[CH:17]=[CH:16][C:15]([CH:18]([CH3:20])[CH3:19])=[CH:14][CH:13]=3)[C:7]=2[C:6]([CH3:21])=[C:5]([NH:22][C:23](=[O:29])[CH2:24][C:25]([CH3:28])([CH3:27])[CH3:26])[C:4]=1[CH3:30])=O.[CH2:31]([Mg]Br)[CH3:32]. The catalyst is CCCCCC.C(OCC)(=O)C. The product is [CH:18]([C:15]1[CH:16]=[CH:17][C:12]([CH:8]2[C:7]3[C:6]([CH3:21])=[C:5]([NH:22][C:23](=[O:29])[CH2:24][C:25]([CH3:26])([CH3:28])[CH3:27])[C:4]([CH3:30])=[C:3]([CH2:1][CH2:31][CH3:32])[C:11]=3[S:10][CH2:9]2)=[CH:13][CH:14]=1)([CH3:20])[CH3:19]. The yield is 0.220. (2) The reactants are [NH2:1][C:2]1[C:11]2[C:6](=[C:7](Br)[CH:8]=[CH:9][CH:10]=2)[N:5]=[N:4][C:3]=1[C:13]([NH:15][CH2:16][CH2:17][CH3:18])=[O:14].[F:19][C:20]([F:35])([F:34])[C:21]1[CH:22]=[C:23](B(O)O)[CH:24]=[C:25]([C:27]([F:30])([F:29])[F:28])[CH:26]=1. No catalyst specified. The product is [NH2:1][C:2]1[C:11]2[C:6](=[C:7]([C:23]3[CH:24]=[C:25]([C:27]([F:30])([F:28])[F:29])[CH:26]=[C:21]([C:20]([F:19])([F:35])[F:34])[CH:22]=3)[CH:8]=[CH:9][CH:10]=2)[N:5]=[N:4][C:3]=1[C:13]([NH:15][CH2:16][CH2:17][CH3:18])=[O:14]. The yield is 0.940. (3) The reactants are [F:1][C:2]1[CH:7]=[CH:6][CH:5]=[C:4]([F:8])[CH:3]=1.[Cl-].[NH4+].[C:11]([N:14]1[CH2:19][CH2:18][CH:17]([C:20](Cl)=[O:21])[CH2:16][CH2:15]1)(=[O:13])[CH3:12].Cl. The catalyst is ClCCl. The product is [C:11]([N:14]1[CH2:15][CH2:16][CH:17]([C:20](=[O:21])[C:5]2[CH:6]=[CH:7][C:2]([F:1])=[CH:3][C:4]=2[F:8])[CH2:18][CH2:19]1)(=[O:13])[CH3:12]. The yield is 0.410.